From a dataset of Forward reaction prediction with 1.9M reactions from USPTO patents (1976-2016). Predict the product of the given reaction. (1) Given the reactants [Br:1][CH:2]([CH2:6][CH2:7][O:8][CH2:9][CH2:10][O:11][CH3:12])[C:3]([OH:5])=O.[NH2:13][C:14]1[CH:19]=[CH:18][C:17]([CH3:20])=[CH:16][N:15]=1, predict the reaction product. The product is: [Br:1][CH:2]([CH2:6][CH2:7][O:8][CH2:9][CH2:10][O:11][CH3:12])[C:3]([NH:13][C:14]1[CH:19]=[CH:18][C:17]([CH3:20])=[CH:16][N:15]=1)=[O:5]. (2) Given the reactants [Li+].[OH-].[CH:3]1([C@H:8]([NH:13][C:14]([C:16]2[C:25]([NH:26][C:27]([NH:29][C:30]3[C:35]([Cl:36])=[CH:34][C:33]([Cl:37])=[CH:32][C:31]=3[Cl:38])=[O:28])=[CH:24][C:23]3[C:18](=[CH:19][CH:20]=[CH:21][CH:22]=3)[CH:17]=2)=[O:15])[C:9]([O:11]C)=[O:10])[CH2:7][CH2:6][CH2:5][CH2:4]1.Cl.C(OCC)(=O)C, predict the reaction product. The product is: [CH:3]1([C@H:8]([NH:13][C:14]([C:16]2[C:25]([NH:26][C:27]([NH:29][C:30]3[C:31]([Cl:38])=[CH:32][C:33]([Cl:37])=[CH:34][C:35]=3[Cl:36])=[O:28])=[CH:24][C:23]3[C:18](=[CH:19][CH:20]=[CH:21][CH:22]=3)[CH:17]=2)=[O:15])[C:9]([OH:11])=[O:10])[CH2:7][CH2:6][CH2:5][CH2:4]1. (3) Given the reactants Br[C:2]1[CH:3]=[C:4]([N:12]2[CH2:17][CH2:16][O:15][CH2:14][CH2:13]2)[C:5]([O:8][CH:9]([F:11])[F:10])=[N:6][CH:7]=1.[CH3:18][C:19]1[N:24]=[CH:23][C:22]([NH2:25])=[CH:21][C:20]=1B1OC(C)(C)C(C)(C)O1.C(=O)([O-])[O-].[Na+].[Na+], predict the reaction product. The product is: [F:10][CH:9]([F:11])[O:8][C:5]1[N:6]=[CH:7][C:2]([C:20]2[C:19]([CH3:18])=[N:24][CH:23]=[C:22]([NH2:25])[CH:21]=2)=[CH:3][C:4]=1[N:12]1[CH2:17][CH2:16][O:15][CH2:14][CH2:13]1. (4) Given the reactants [OH-].[Na+].[Br:3][C:4]1[C:8]([C:9]([O:11]CC)=[O:10])=[CH:7][N:6]([CH3:14])[N:5]=1.Cl, predict the reaction product. The product is: [Br:3][C:4]1[C:8]([C:9]([OH:11])=[O:10])=[CH:7][N:6]([CH3:14])[N:5]=1. (5) Given the reactants Cl[C:2]1[CH:7]=[C:6]([Cl:8])[N:5]=[CH:4][N:3]=1.[Cl:9][C:10]1[C:18]2[N:17]=[C:16]([CH3:19])[NH:15][C:14]=2[CH:13]=[CH:12][C:11]=1[OH:20].C(=O)([O-])[O-].[K+].[K+].O, predict the reaction product. The product is: [Cl:9][C:10]1[C:18]2[N:17]=[C:16]([CH3:19])[NH:15][C:14]=2[CH:13]=[CH:12][C:11]=1[O:20][C:2]1[CH:7]=[C:6]([Cl:8])[N:5]=[CH:4][N:3]=1. (6) The product is: [CH:1]1[CH:2]=[CH:3][C:4]2[N:12]=[CH:10][NH:9][C:7](=[O:8])[C:5]=2[CH:6]=1. Given the reactants [CH:1]1[CH:6]=[C:5]2[C:7]([NH:9][C:10]([NH:12][C:4]2=[CH:3][CH:2]=1)=O)=[O:8].C(Cl)(Cl)(Cl)Cl.CCN(C(C)C)C(C)C.P([O-])(OCC1C=CC=CC=1)OCC1C=CC=CC=1, predict the reaction product. (7) Given the reactants [Br:1][C:2]1[S:6][C:5]([NH2:7])=[N:4][N:3]=1.Cl[CH2:9][CH:10]=O.C([O-])(O)=O.[Na+], predict the reaction product. The product is: [Br:1][C:2]1[S:6][C:5]2=[N:7][CH:9]=[CH:10][N:4]2[N:3]=1. (8) The product is: [C:1]([C:5]1[CH:6]=[C:7]([NH:35][S:36]([CH3:39])(=[O:37])=[O:38])[C:8]([O:33][CH3:34])=[C:9]([NH:11][C:12]([C:14]2[S:18][C:17]3[C:19]([NH:23][C:24](=[O:32])[C:25]4[CH:30]=[CH:29][C:28]([NH:35][C@@H:7]([CH3:6])[CH2:8][O:33][CH3:34])=[N:27][CH:26]=4)=[CH:20][CH:21]=[CH:22][C:16]=3[CH:15]=2)=[O:13])[CH:10]=1)([CH3:4])([CH3:3])[CH3:2]. Given the reactants [C:1]([C:5]1[CH:6]=[C:7]([N:35](C(C2C=NC(Cl)=CC=2)=O)[S:36]([CH3:39])(=[O:38])=[O:37])[C:8]([O:33][CH3:34])=[C:9]([NH:11][C:12]([C:14]2[S:18][C:17]3[C:19]([NH:23][C:24](=[O:32])[C:25]4[CH:30]=[CH:29][C:28](Cl)=[N:27][CH:26]=4)=[CH:20][CH:21]=[CH:22][C:16]=3[CH:15]=2)=[O:13])[CH:10]=1)([CH3:4])([CH3:3])[CH3:2], predict the reaction product. (9) Given the reactants [NH2:1][CH2:2][C:3]1[CH:4]=[C:5]([C:9]2[N:10]([CH3:21])[C:11]3[C:16]([C:17]=2[C:18]#[N:19])=[CH:15][CH:14]=[C:13]([Cl:20])[CH:12]=3)[CH:6]=[N:7][CH:8]=1.[N:22]1([C:28](Cl)=[O:29])[CH2:27][CH2:26][O:25][CH2:24][CH2:23]1.C(N(CC)CC)C, predict the reaction product. The product is: [Cl:20][C:13]1[CH:12]=[C:11]2[C:16]([C:17]([C:18]#[N:19])=[C:9]([C:5]3[CH:4]=[C:3]([CH2:2][NH:1][C:28]([N:22]4[CH2:27][CH2:26][O:25][CH2:24][CH2:23]4)=[O:29])[CH:8]=[N:7][CH:6]=3)[N:10]2[CH3:21])=[CH:15][CH:14]=1.